Dataset: Forward reaction prediction with 1.9M reactions from USPTO patents (1976-2016). Task: Predict the product of the given reaction. (1) Given the reactants [S:1]1[C:5]2[CH:6]=[CH:7][CH:8]=[CH:9][C:4]=2[NH:3][CH2:2]1.NC1C=CC=CC=1S.C=O.C(N(C(C)C)CC)(C)C.[CH:29]([C:31]1[CH:32]=[C:33]([CH:37]=[C:38]([C:42]([F:45])([F:44])[F:43])[C:39]=1[O:40][CH3:41])[C:34](Cl)=[O:35])=[O:30], predict the reaction product. The product is: [CH:29]([C:31]1[CH:32]=[C:33]([CH:37]=[C:38]([C:42]([F:43])([F:45])[F:44])[C:39]=1[O:40][CH3:41])[C:34]([N:3]1[C:4]2[CH:9]=[CH:8][CH:7]=[CH:6][C:5]=2[S:1][CH2:2]1)=[O:35])=[O:30]. (2) Given the reactants [NH2:1][C:2]1[CH:10]=[C:9]([O:11][CH3:12])[CH:8]=[CH:7][C:3]=1[C:4]([OH:6])=O.[NH2:13][C:14](N)=[O:15], predict the reaction product. The product is: [CH3:12][O:11][C:9]1[CH:10]=[C:2]2[C:3]([C:4]([OH:6])=[N:13][C:14]([OH:15])=[N:1]2)=[CH:7][CH:8]=1. (3) Given the reactants Cl[C:2]1[N:7]=[C:6]([O:8][CH3:9])[CH:5]=[CH:4][N:3]=1.[NH2:10][C:11]1[CH:18]=[CH:17][C:14]([C:15]#[N:16])=[CH:13][CH:12]=1.C1(C)C=CC(S(O)(=O)=O)=CC=1.C(=O)(O)[O-].[Na+], predict the reaction product. The product is: [CH3:9][O:8][C:6]1[CH:5]=[CH:4][N:3]=[C:2]([NH:10][C:11]2[CH:18]=[CH:17][C:14]([C:15]#[N:16])=[CH:13][CH:12]=2)[N:7]=1. (4) The product is: [C:3]1([CH2:2][C:1]([O:10][CH2:11][Cl:12])=[O:9])[CH:8]=[CH:7][CH:6]=[CH:5][CH:4]=1. Given the reactants [C:1]([O:10][CH2:11][Cl:12])(=[O:9])[CH2:2][CH2:3][CH2:4][CH2:5][CH2:6][CH2:7][CH3:8].C1(CC(O)=O)C=CC=CC=1.C(=O)([O-])O.[Na+].ClCOS(Cl)(=O)=O, predict the reaction product. (5) Given the reactants [F:1][C:2]1[CH:7]=[CH:6][CH:5]=[C:4]([NH:8][C:9]2[CH:14]=[CH:13][CH:12]=[CH:11][C:10]=2[F:15])[C:3]=1[NH2:16].[C:17](C1NC=CN=1)(C1NC=CN=1)=[O:18], predict the reaction product. The product is: [F:1][C:2]1[C:3]2[NH:16][C:17](=[O:18])[N:8]([C:9]3[CH:14]=[CH:13][CH:12]=[CH:11][C:10]=3[F:15])[C:4]=2[CH:5]=[CH:6][CH:7]=1.